This data is from Retrosynthesis with 50K atom-mapped reactions and 10 reaction types from USPTO. The task is: Predict the reactants needed to synthesize the given product. (1) Given the product Cc1cc2c(cc1Cc1ccc(C=O)cc1)[C@]1(OC2)O[C@H](COCc2ccccc2)[C@H](OCc2ccccc2)[C@H](OCc2ccccc2)[C@H]1OCc1ccccc1, predict the reactants needed to synthesize it. The reactants are: Cc1cc2c(cc1CCl)[C@]1(OC2)O[C@H](COCc2ccccc2)[C@H](OCc2ccccc2)[C@H](OCc2ccccc2)[C@H]1OCc1ccccc1.O=Cc1ccc(B(O)O)cc1. (2) Given the product COCCN(C)Cc1sc(NC(=O)c2cnc(N3CCC(C(=O)O)CC3)c(Cl)c2)nc1-c1cc(Cl)cs1, predict the reactants needed to synthesize it. The reactants are: CCOC(=O)C1CCN(c2ncc(C(=O)Nc3nc(-c4cc(Cl)cs4)c(CN(C)CCOC)s3)cc2Cl)CC1. (3) The reactants are: CN1CCC(N)CC1.C[Si](C)(C)CCOCn1cc(C(=O)O)c(-c2nc3c(s2)CCCC3)n1. Given the product CN1CCC(NC(=O)c2cn(COCC[Si](C)(C)C)nc2-c2nc3c(s2)CCCC3)CC1, predict the reactants needed to synthesize it. (4) The reactants are: NC1Cc2cc(Cl)ccc2N(Cc2ccccc2)C1.O=C(O)CCc1ccc2c(c1)OCO2. Given the product O=C(CCc1ccc2c(c1)OCO2)NC1Cc2cc(Cl)ccc2N(Cc2ccccc2)C1, predict the reactants needed to synthesize it.